Dataset: Reaction yield outcomes from USPTO patents with 853,638 reactions. Task: Predict the reaction yield, written as a fraction of the theoretical maximum amount of product (1.0 means a 100% yield; for example, 0.34 means a 34% yield). The reactants are FC(F)(F)C(O)=O.C(O[C:13]([N:15]1[CH2:20][CH2:19][N:18]([C:21]2[C:22]3[N:31]=[C:30]([C:32]4[CH:37]=[CH:36][C:35]([F:38])=[CH:34][CH:33]=4)[CH:29]=[CH:28][C:23]=3[N:24]=[C:25]([NH2:27])[N:26]=2)[C@H:17]([CH3:39])[CH2:16]1)=[O:14])(C)(C)C.CCN(C(C)C)C(C)C.[Cl:49][C:50]1[CH:60]=[CH:59][C:53]([O:54][CH2:55]C(Cl)=O)=[CH:52][CH:51]=1. The catalyst is ClCCl.CO. The product is [NH2:27][C:25]1[N:26]=[C:21]([N:18]2[CH2:19][CH2:20][N:15]([C:13](=[O:14])[CH2:55][O:54][C:53]3[CH:59]=[CH:60][C:50]([Cl:49])=[CH:51][CH:52]=3)[CH2:16][C@H:17]2[CH3:39])[C:22]2[N:31]=[C:30]([C:32]3[CH:33]=[CH:34][C:35]([F:38])=[CH:36][CH:37]=3)[CH:29]=[CH:28][C:23]=2[N:24]=1. The yield is 0.480.